Predict the reaction yield, written as a fraction of the theoretical maximum amount of product (1.0 means a 100% yield; for example, 0.34 means a 34% yield). From a dataset of Reaction yield outcomes from USPTO patents with 853,638 reactions. The reactants are C([N:5]1[C:14]2[C:9](=[CH:10][C:11]([F:18])=[C:12]([F:17])[C:13]=2[O:15][CH3:16])[C:8](=[O:19])[C:7]([C:20]([O:22][CH2:23][CH3:24])=[O:21])=[CH:6]1)(C)(C)C.[N+:25]([O-])([O-:27])=[O:26].[K+]. The catalyst is OS(O)(=O)=O. The product is [F:18][C:11]1[C:10]([N+:25]([O-:27])=[O:26])=[C:9]2[C:14](=[C:13]([O:15][CH3:16])[C:12]=1[F:17])[NH:5][CH:6]=[C:7]([C:20]([O:22][CH2:23][CH3:24])=[O:21])[C:8]2=[O:19]. The yield is 0.660.